From a dataset of Peptide-MHC class I binding affinity with 185,985 pairs from IEDB/IMGT. Regression. Given a peptide amino acid sequence and an MHC pseudo amino acid sequence, predict their binding affinity value. This is MHC class I binding data. (1) The peptide sequence is SSWAVHWFS. The MHC is HLA-A02:03 with pseudo-sequence HLA-A02:03. The binding affinity (normalized) is 0. (2) The peptide sequence is KVVPRRKAK. The MHC is HLA-A23:01 with pseudo-sequence HLA-A23:01. The binding affinity (normalized) is 0.0847. (3) The peptide sequence is QLLSCCRFPR. The MHC is Mamu-B8301 with pseudo-sequence Mamu-B8301. The binding affinity (normalized) is 0.801. (4) The peptide sequence is FMRFFTLGSI. The MHC is HLA-A02:06 with pseudo-sequence HLA-A02:06. The binding affinity (normalized) is 0.513. (5) The peptide sequence is RLPGPSDTPIL. The MHC is HLA-A23:01 with pseudo-sequence HLA-A23:01. The binding affinity (normalized) is 0.0341. (6) The peptide sequence is YAKKFKTGM. The MHC is HLA-B46:01 with pseudo-sequence HLA-B46:01. The binding affinity (normalized) is 0.0847. (7) The peptide sequence is RLYELIGSV. The MHC is HLA-A02:01 with pseudo-sequence HLA-A02:01. The binding affinity (normalized) is 0.750. (8) The peptide sequence is QEAYEQAVA. The MHC is HLA-B40:01 with pseudo-sequence HLA-B40:01. The binding affinity (normalized) is 0.0605. (9) The peptide sequence is FQKDAKVLF. The MHC is HLA-B07:02 with pseudo-sequence HLA-B07:02. The binding affinity (normalized) is 0.0847. (10) The MHC is HLA-A29:02 with pseudo-sequence HLA-A29:02. The peptide sequence is YYADSVKGRF. The binding affinity (normalized) is 0.721.